Predict which catalyst facilitates the given reaction. From a dataset of Catalyst prediction with 721,799 reactions and 888 catalyst types from USPTO. Reactant: [F:1][C:2]1[CH:10]=[CH:9][C:5]([C:6](Cl)=[O:7])=[CH:4][CH:3]=1.[O:11]1[CH:15]=[CH:14][C:13]([C:16]2[C:24]3[C:19](=[N:20][CH:21]=[C:22]([NH2:25])[CH:23]=3)[NH:18][CH:17]=2)=[CH:12]1.CCN(CC)CC. Product: [F:1][C:2]1[CH:10]=[CH:9][C:5]([C:6]([NH:25][C:22]2[CH:23]=[C:24]3[C:16]([C:13]4[CH:14]=[CH:15][O:11][CH:12]=4)=[CH:17][NH:18][C:19]3=[N:20][CH:21]=2)=[O:7])=[CH:4][CH:3]=1. The catalyst class is: 241.